This data is from Full USPTO retrosynthesis dataset with 1.9M reactions from patents (1976-2016). The task is: Predict the reactants needed to synthesize the given product. (1) Given the product [CH3:21][O:20][C:18]1[CH:17]=[C:15]([CH:14]=[C:13]([O:12][CH3:11])[CH:19]=1)[N:16]=[CH:7][C:6]1[CH:5]=[N:4][C:3]([O:2][CH3:1])=[CH:10][CH:9]=1, predict the reactants needed to synthesize it. The reactants are: [CH3:1][O:2][C:3]1[CH:10]=[CH:9][C:6]([CH:7]=O)=[CH:5][N:4]=1.[CH3:11][O:12][C:13]1[CH:14]=[C:15]([CH:17]=[C:18]([O:20][CH3:21])[CH:19]=1)[NH2:16]. (2) Given the product [ClH:25].[F:1][C:2]1[CH:7]=[C:6]([F:8])[CH:5]=[CH:4][C:3]=1[N:9]1[N:17]=[C:16]([NH2:29])[C:15]2[C@H:14]3[CH2:21][C@H:11]([CH2:12][CH2:13]3)[C:10]1=2, predict the reactants needed to synthesize it. The reactants are: [F:1][C:2]1[CH:7]=[C:6]([F:8])[CH:5]=[CH:4][C:3]=1[N:9]1[N:17]=[C:16](C(O)=O)[C:15]2[C@H:14]3[CH2:21][C@H:11]([CH2:12][CH2:13]3)[C:10]1=2.C(Cl)(=O)C([Cl:25])=O.C[N:29](C=O)C.[N-]=[N+]=[N-].[Na+]. (3) Given the product [NH2:47][C:48]1[C:56]2[C:51](=[C:52]([C:57]3[CH:62]=[CH:61][C:60]([C:63]#[C:64][C:65]([CH3:66])([OH:68])[CH3:67])=[N:59][C:58]=3[C@@H:69]([NH2:79])[CH2:70][C:71]3[CH:76]=[C:75]([F:77])[CH:74]=[C:73]([F:78])[CH:72]=3)[CH:53]=[CH:54][CH:55]=2)[N:50]([CH2:87][CH3:88])[N:49]=1, predict the reactants needed to synthesize it. The reactants are: OC(C(F)(F)F)=O.N[C@H](C1C(C2C=CC(Cl)=C3C=2N(C)N=C3NS(C)(=O)=O)=CC=C(C#CC(O)(C)C)N=1)CC1C=C(F)C=C(F)C=1.[NH2:47][C:48]1[C:56]2[C:51](=[C:52]([C:57]3[C:58]([C@@H:69]([NH:79]C(=O)OC(C)(C)C)[CH2:70][C:71]4[CH:76]=[C:75]([F:77])[CH:74]=[C:73]([F:78])[CH:72]=4)=[N:59][C:60]([C:63]#[C:64][C:65]([OH:68])([CH3:67])[CH3:66])=[CH:61][CH:62]=3)[CH:53]=[CH:54][CH:55]=2)[N:50]([CH2:87][CH3:88])[N:49]=1.